This data is from Full USPTO retrosynthesis dataset with 1.9M reactions from patents (1976-2016). The task is: Predict the reactants needed to synthesize the given product. (1) Given the product [CH2:1]([O:3][C:4]([CH:6]1[CH2:11][N:10]([C:33](=[O:35])[CH3:34])[CH2:9][CH2:8][N:7]1[S:12]([C:15]1[CH:20]=[CH:19][C:18]([O:21][CH2:22][C:23]#[C:24][CH3:25])=[CH:17][CH:16]=1)(=[O:13])=[O:14])=[O:5])[CH3:2], predict the reactants needed to synthesize it. The reactants are: [CH2:1]([O:3][C:4]([CH:6]1[CH2:11][NH:10][CH2:9][CH2:8][N:7]1[S:12]([C:15]1[CH:20]=[CH:19][C:18]([O:21][CH2:22][C:23]#[C:24][CH3:25])=[CH:17][CH:16]=1)(=[O:14])=[O:13])=[O:5])[CH3:2].C(N(CC)CC)C.[C:33](Cl)(=[O:35])[CH3:34]. (2) Given the product [C:20]([O:19][C:16](=[O:18])[CH2:17][C:3](=[O:15])[C:4]1[CH:9]=[CH:8][CH:7]=[C:6]([C:10]2[N:11]=[CH:12][S:13][CH:14]=2)[CH:5]=1)([CH3:23])([CH3:22])[CH3:21], predict the reactants needed to synthesize it. The reactants are: CO[C:3](=[O:15])[C:4]1[CH:9]=[CH:8][CH:7]=[C:6]([C:10]2[N:11]=[CH:12][S:13][CH:14]=2)[CH:5]=1.[C:16]([O:19][C:20]([CH3:23])([CH3:22])[CH3:21])(=[O:18])[CH3:17].[Li].